From a dataset of Plasma protein binding rate (PPBR) regression data from AstraZeneca. Regression/Classification. Given a drug SMILES string, predict its absorption, distribution, metabolism, or excretion properties. Task type varies by dataset: regression for continuous measurements (e.g., permeability, clearance, half-life) or binary classification for categorical outcomes (e.g., BBB penetration, CYP inhibition). For this dataset (ppbr_az), we predict Y. (1) The compound is c1ccc(-c2[nH]nc3ccccc23)cc1. The Y is 96.9 %. (2) The drug is COc1ccc(CCN2C(=O)N(NS(C)(=O)=O)C[C@@H]2c2ccc(OC)cc2)cc1. The Y is 95.2 %. (3) The compound is N#Cc1ccc(OC2CCN(C[C@H](O)CNC(=O)c3c[nH]c(=O)c4ccccc34)CC2)cc1Cl. The Y is 80.3 %. (4) The compound is Cc1ccccc1S(=O)(=O)NC(=O)N1CCC(N2CCC(Oc3ccc(Cl)c(Cl)c3)CC2)CC1. The Y is 89.5 %. (5) The drug is CCC[C@@H](c1ccc(C(=O)O)c(Oc2cccc(Cl)c2)c1)N1CCC[C@H](n2cc(C)c(=O)[nH]c2=O)C1. The Y is 99.3 %. (6) The molecule is CC(C)Nc1nc(NCc2ccccc2)c2sccc2n1. The Y is 99.7 %. (7) The compound is CCOc1cc2ncc(C(N)=O)c(Nc3cccc(Cl)c3F)c2cc1N1CCN(C)CC1. The Y is 93.0 %.